Dataset: Catalyst prediction with 721,799 reactions and 888 catalyst types from USPTO. Task: Predict which catalyst facilitates the given reaction. (1) Reactant: [CH2:1]([O:4][C:5]1[CH:10]=[CH:9][C:8]([S:11](Cl)(=[O:13])=[O:12])=[CH:7][C:6]=1[C:15]1[NH:20][C:19](=[O:21])[C:18]2=[C:22]([CH3:28])[N:23]=[C:24]([CH2:25][CH2:26][CH3:27])[N:17]2[N:16]=1)[CH2:2][CH3:3].[CH2:29]([NH:32][CH2:33][CH2:34][OH:35])[CH:30]=[CH2:31]. Product: [CH2:29]([N:32]([CH2:33][CH2:34][OH:35])[S:11]([C:8]1[CH:9]=[CH:10][C:5]([O:4][CH2:1][CH2:2][CH3:3])=[C:6]([C:15]2[NH:20][C:19](=[O:21])[C:18]3=[C:22]([CH3:28])[N:23]=[C:24]([CH2:25][CH2:26][CH3:27])[N:17]3[N:16]=2)[CH:7]=1)(=[O:13])=[O:12])[CH:30]=[CH2:31]. The catalyst class is: 98. (2) Reactant: [H-].[Na+].[OH:3][CH:4]1[CH2:9][CH2:8][N:7]([C:10]2[CH:15]=[C:14]([CH3:16])[C:13]([C:17]3[N:18]=[C:19]([NH:22][C:23](=[O:30])[C:24]4[CH:29]=[CH:28][N:27]=[CH:26][CH:25]=4)[S:20][CH:21]=3)=[C:12]([CH3:31])[CH:11]=2)[CH2:6][CH2:5]1.[N:32]([CH2:35][CH2:36][O:37][CH2:38][CH2:39][O:40][CH2:41][CH2:42][O:43][CH2:44][CH2:45]I)=[N+:33]=[N-:34].O. Product: [N:32]([CH2:35][CH2:36][O:37][CH2:38][CH2:39][O:40][CH2:41][CH2:42][O:43][CH2:44][CH2:45][O:3][CH:4]1[CH2:9][CH2:8][N:7]([C:10]2[CH:15]=[C:14]([CH3:16])[C:13]([C:17]3[N:18]=[C:19]([NH:22][C:23](=[O:30])[C:24]4[CH:29]=[CH:28][N:27]=[CH:26][CH:25]=4)[S:20][CH:21]=3)=[C:12]([CH3:31])[CH:11]=2)[CH2:6][CH2:5]1)=[N+:33]=[N-:34]. The catalyst class is: 3. (3) Reactant: [CH3:1][O:2][C:3]1[CH:4]=[C:5]([CH2:23][OH:24])[CH:6]=[CH:7][C:8]=1[O:9][CH2:10][C:11]1[S:15][C:14]([C:16]2[CH:21]=[CH:20][CH:19]=[CH:18][CH:17]=2)=[N:13][C:12]=1[CH3:22].O[C:26]1[C:30]([CH:31]=[O:32])=[CH:29][N:28]([C:33]2[CH:38]=[CH:37][CH:36]=[CH:35][CH:34]=2)[N:27]=1.C(P(CCCC)CCCC)CCC.N(C(N1CCCCC1)=O)=NC(N1CCCCC1)=O. Product: [CH3:1][O:2][C:3]1[CH:4]=[C:5]([CH:6]=[CH:7][C:8]=1[O:9][CH2:10][C:11]1[S:15][C:14]([C:16]2[CH:17]=[CH:18][CH:19]=[CH:20][CH:21]=2)=[N:13][C:12]=1[CH3:22])[CH2:23][O:24][C:26]1[C:30]([CH:31]=[O:32])=[CH:29][N:28]([C:33]2[CH:34]=[CH:35][CH:36]=[CH:37][CH:38]=2)[N:27]=1. The catalyst class is: 7. (4) Reactant: C(P(CC1C=CC=CC=1CP([C:23]([CH3:26])(C)C)C(C)(C)C)C(C)(C)C)(C)(C)C.[CH2:27]([CH:29]=[CH:30][PH:31](=[O:37])[O:32][CH2:33][CH2:34][CH2:35][CH3:36])C.[C]=[O:39].[CH2:40]([OH:44])[CH2:41][CH2:42][CH3:43]. Product: [CH2:23]([P:31]([O:32][CH2:33][CH2:34][CH2:35][CH3:36])([CH2:30][CH2:29][C:27]([O:44][CH2:40][CH2:41][CH2:42][CH3:43])=[O:39])=[O:37])[CH3:26]. The catalyst class is: 167. (5) Reactant: [C:1]1([CH3:11])[CH:6]=[CH:5][C:4]([S:7](Cl)(=[O:9])=[O:8])=[CH:3][CH:2]=1.C1(C)C=CC=CC=1.[S:19]1[CH:23]=[CH:22][CH:21]=[C:20]1[CH2:24][CH2:25][OH:26]. Product: [S:19]1[CH:23]=[CH:22][CH:21]=[C:20]1[CH2:24][CH2:25][O:26][S:7]([C:4]1[CH:5]=[CH:6][C:1]([CH3:11])=[CH:2][CH:3]=1)(=[O:9])=[O:8]. The catalyst class is: 66.